This data is from Forward reaction prediction with 1.9M reactions from USPTO patents (1976-2016). The task is: Predict the product of the given reaction. Given the reactants [OH:1][CH2:2][C:3]1[CH:20]=[CH:19][C:6]2[CH2:7][CH2:8][N:9]([C:12]([O:14][C:15]([CH3:18])([CH3:17])[CH3:16])=[O:13])[CH2:10][CH2:11][C:5]=2[CH:4]=1.C(N(CC)CC)C.[CH3:28][S:29](Cl)(=[O:31])=[O:30], predict the reaction product. The product is: [CH3:28][S:29]([O:1][CH2:2][C:3]1[CH:20]=[CH:19][C:6]2[CH2:7][CH2:8][N:9]([C:12]([O:14][C:15]([CH3:16])([CH3:17])[CH3:18])=[O:13])[CH2:10][CH2:11][C:5]=2[CH:4]=1)(=[O:31])=[O:30].